This data is from Full USPTO retrosynthesis dataset with 1.9M reactions from patents (1976-2016). The task is: Predict the reactants needed to synthesize the given product. (1) Given the product [CH3:18][CH2:17][CH2:16][CH:15]1[O:20][O:7][C:11]1([C:12]([O:5][C:1]([CH3:2])([CH3:3])[CH3:4])=[O:13])[CH2:9][CH3:10], predict the reactants needed to synthesize it. The reactants are: [C:1]([O:5]O)([CH3:4])([CH3:3])[CH3:2].[OH-:7].[K+].[CH2:9]([CH:11]([CH2:15][CH2:16][CH2:17][CH3:18])[C:12](Cl)=[O:13])[CH3:10].Cl.[OH2:20]. (2) The reactants are: [Cl:1][C:2]1[C:3]([NH:12][S:13]([C:16]2[CH:25]=[CH:24][C:19]([C:20]([O:22][CH3:23])=[O:21])=[CH:18][CH:17]=2)(=[O:15])=[O:14])=[N:4][CH:5]=[C:6]([C:8]([F:11])([F:10])[F:9])[CH:7]=1.Br[CH2:27][C:28]1[CH:33]=[CH:32][CH:31]=[C:30]([O:34][C:35]([F:38])([F:37])[F:36])[CH:29]=1. Given the product [Cl:1][C:2]1[C:3]([N:12]([CH2:27][C:28]2[CH:33]=[CH:32][CH:31]=[C:30]([O:34][C:35]([F:36])([F:37])[F:38])[CH:29]=2)[S:13]([C:16]2[CH:25]=[CH:24][C:19]([C:20]([O:22][CH3:23])=[O:21])=[CH:18][CH:17]=2)(=[O:15])=[O:14])=[N:4][CH:5]=[C:6]([C:8]([F:11])([F:9])[F:10])[CH:7]=1, predict the reactants needed to synthesize it. (3) Given the product [Cl:18][C:19]1[CH:20]=[CH:21][C:22]([C:23]#[N:24])=[C:25]([C:2]2[CH:11]=[C:10]3[C:5]([CH:6]=[C:7]([NH:12][C:13]([CH:15]4[CH2:17][CH2:16]4)=[O:14])[N:8]=[CH:9]3)=[CH:4][CH:3]=2)[CH:26]=1, predict the reactants needed to synthesize it. The reactants are: Br[C:2]1[CH:11]=[C:10]2[C:5]([CH:6]=[C:7]([NH:12][C:13]([CH:15]3[CH2:17][CH2:16]3)=[O:14])[N:8]=[CH:9]2)=[CH:4][CH:3]=1.[Cl:18][C:19]1[CH:26]=[CH:25][C:22]([C:23]#[N:24])=[C:21](B2OCC(C)(C)CO2)[CH:20]=1.C(=O)([O-])[O-].[Cs+].[Cs+]. (4) Given the product [C:70]([O:74][C:75](=[O:85])[N:76]([C:4]1[CH:9]=[CH:8][CH:7]=[C:6]([NH:10][C:11](=[O:38])[CH2:12][N:13]2[N:19]=[C:18]([CH:17]3[CH2:16][CH2:29][CH2:28][CH2:27][CH2:26]3)[C:20]3[CH:21]=[CH:22][CH:23]=[CH:24][C:25]=3[N:15]([CH2:30][C:31](=[O:36])[C:32]([CH3:34])([CH3:35])[CH3:33])[C:14]2=[O:37])[CH:5]=1)[CH3:77])([CH3:73])([CH3:72])[CH3:71], predict the reactants needed to synthesize it. The reactants are: COC(=O)[C:4]1[CH:9]=[CH:8][CH:7]=[C:6]([NH:10][C:11](=[O:38])[CH2:12][N:13]2[N:19]=[C:18]([CH:20]3[CH2:25][CH2:24][CH2:23][CH2:22][CH2:21]3)[C:17]3[CH:26]=[CH:27][CH:28]=[CH:29][C:16]=3[N:15]([CH2:30][C:31](=[O:36])[C:32]([CH3:35])([CH3:34])[CH3:33])[C:14]2=[O:37])[CH:5]=1.C1(C2C3C=CC=CC=3N(CC(C3CCCC3)=O)C(=O)N(CC(O)=O)N=2)CCCCC1.[C:70]([O:74][C:75](=[O:85])[N:76](C1C=CC=C(N)C=1)[CH3:77])([CH3:73])([CH3:72])[CH3:71].C1(C2C3C=CC=CC=3N(CC(=O)C(C)(C)C)C(=O)N(CC(O)=O)N=2)CCCCC1.COC(=O)C1C=CC=C(N)C=1. (5) Given the product [CH3:1][NH:2][S:3]([CH2:6][CH2:7][C:8]1[CH:9]=[C:10]2[C:14](=[CH:15][CH:16]=1)[N:13]([CH2:17][C:18]1[CH:23]=[CH:22][CH:21]=[CH:20][CH:19]=1)[CH:12]=[C:11]2[C:28]1[CH2:29][CH2:30][N:25]([CH3:24])[CH2:26][CH:27]=1)(=[O:5])=[O:4], predict the reactants needed to synthesize it. The reactants are: [CH3:1][NH:2][S:3]([CH2:6][CH2:7][C:8]1[CH:9]=[C:10]2[C:14](=[CH:15][CH:16]=1)[N:13]([CH2:17][C:18]1[CH:23]=[CH:22][CH:21]=[CH:20][CH:19]=1)[CH:12]=[CH:11]2)(=[O:5])=[O:4].[CH3:24][N:25]1[CH2:30][CH2:29][C:28](=O)[CH2:27][CH2:26]1.[OH-].[K+].O. (6) Given the product [F:1][C:2]([F:19])([C:5]([F:18])([F:17])[CH2:6][O:7][CH2:8]/[CH:9]=[CH:10]/[C:11]1[CH:16]=[CH:15][CH:14]=[CH:13][CH:12]=1)/[CH:3]=[CH:27]/[C:28]([O:30][CH2:31][CH3:32])=[O:29], predict the reactants needed to synthesize it. The reactants are: [F:1][C:2]([F:19])([C:5]([F:18])([F:17])[CH2:6][O:7][CH2:8]/[CH:9]=[CH:10]/[C:11]1[CH:16]=[CH:15][CH:14]=[CH:13][CH:12]=1)[CH:3]=O.FC1(F)C=CC(/[C:27](=C\C)/[C:28]([O:30][CH2:31][CH3:32])=[O:29])=CC1.